From a dataset of Full USPTO retrosynthesis dataset with 1.9M reactions from patents (1976-2016). Predict the reactants needed to synthesize the given product. Given the product [CH3:15][O:16][C:17]([C:18]1[CH:19]=[N:14][N:13]([C:9]([CH3:12])([CH3:11])[CH3:10])[C:23]=1[CH:25]1[CH2:27][CH2:26]1)=[O:28], predict the reactants needed to synthesize it. The reactants are: C(N(CC)CC)C.Cl.[C:9]([NH:13][NH2:14])([CH3:12])([CH3:11])[CH3:10].[CH3:15][O:16][C:17](=[O:28])[C:18]([C:23]([CH:25]1[CH2:27][CH2:26]1)=O)=[CH:19]N(C)C.